This data is from Catalyst prediction with 721,799 reactions and 888 catalyst types from USPTO. The task is: Predict which catalyst facilitates the given reaction. Reactant: [C@H:1]1([C:11]([O:13]C)=[O:12])[CH2:6][CH2:5][C@H:4]([C:7]([O:9][CH3:10])=[O:8])[CH2:3][CH2:2]1.[OH-].[Ba+2].[OH-].O. Product: [CH3:10][O:9][C:7]([C@H:4]1[CH2:5][CH2:6][C@H:1]([C:11]([OH:13])=[O:12])[CH2:2][CH2:3]1)=[O:8]. The catalyst class is: 5.